From a dataset of Forward reaction prediction with 1.9M reactions from USPTO patents (1976-2016). Predict the product of the given reaction. (1) The product is: [CH:1]1([NH:7][C:8]([CH:10]2[CH2:11][CH2:12][N:13]([CH:17]([C:19]3[CH:24]=[CH:23][CH:22]=[C:21]([N+:25]([O-:27])=[O:26])[CH:20]=3)[CH3:16])[CH2:14][CH2:15]2)=[O:9])[CH2:2][CH2:3][CH2:4][CH2:5][CH2:6]1. Given the reactants [CH:1]1([NH:7][C:8]([CH:10]2[CH2:15][CH2:14][NH:13][CH2:12][CH2:11]2)=[O:9])[CH2:6][CH2:5][CH2:4][CH2:3][CH2:2]1.[CH3:16][C:17]([C:19]1[CH:24]=[CH:23][CH:22]=[C:21]([N+:25]([O-:27])=[O:26])[CH:20]=1)=O.[BH4-].[Na+], predict the reaction product. (2) Given the reactants [NH:1]1[C:9]2[C:4](=[N:5][CH:6]=[CH:7][C:8]=2[O:10][C:11]2[CH:16]=[CH:15][C:14]([NH2:17])=[CH:13][C:12]=2[F:18])[CH:3]=[CH:2]1.[C:19]1([CH2:25][C:26]([N:28]=[C:29]=[S:30])=[O:27])[CH:24]=[CH:23][CH:22]=[CH:21][CH:20]=1, predict the reaction product. The product is: [NH:1]1[C:9]2[C:4](=[N:5][CH:6]=[CH:7][C:8]=2[O:10][C:11]2[CH:16]=[CH:15][C:14]([NH:17][C:29]([NH:28][C:26](=[O:27])[CH2:25][C:19]3[CH:20]=[CH:21][CH:22]=[CH:23][CH:24]=3)=[S:30])=[CH:13][C:12]=2[F:18])[CH:3]=[CH:2]1. (3) Given the reactants [NH2:1][C:2]1[CH:24]=[CH:23][C:5]([CH2:6][N:7]2[C:15]3[C:10](=[CH:11][CH:12]=[C:13]([F:16])[CH:14]=3)[C:9]([CH2:17][C:18]([O:20][CH2:21][CH3:22])=[O:19])=[N:8]2)=[CH:4][CH:3]=1.C(N(CC)CC)C.[F:32][C:33]1[CH:41]=[C:40]([F:42])[CH:39]=[CH:38][C:34]=1[C:35](Cl)=[O:36].C(=O)(O)[O-].[Na+], predict the reaction product. The product is: [F:32][C:33]1[CH:41]=[C:40]([F:42])[CH:39]=[CH:38][C:34]=1[C:35]([NH:1][C:2]1[CH:3]=[CH:4][C:5]([CH2:6][N:7]2[C:15]3[C:10](=[CH:11][CH:12]=[C:13]([F:16])[CH:14]=3)[C:9]([CH2:17][C:18]([O:20][CH2:21][CH3:22])=[O:19])=[N:8]2)=[CH:23][CH:24]=1)=[O:36]. (4) Given the reactants [Cl:1][C:2]1[CH:28]=[CH:27][CH:26]=[CH:25][C:3]=1[CH2:4][NH:5][C:6]([C:8]1[C:15](=[O:16])[N:11]2[CH2:12][CH2:13][CH2:14][N:10]2[C:9]=1[C:17]1[CH:22]=[CH:21][N:20]=[C:19](SC)[N:18]=1)=[O:7].O[O:30][S:31]([O-:33])=O.[K+].S([O-])(O[O-])(=O)=O.[K+].[K+].[C:43]([O-])(O)=O.[Na+], predict the reaction product. The product is: [Cl:1][C:2]1[CH:28]=[CH:27][CH:26]=[CH:25][C:3]=1[CH2:4][NH:5][C:6]([C:8]1[C:15](=[O:16])[N:11]2[CH2:12][CH2:13][CH2:14][N:10]2[C:9]=1[C:17]1[CH:22]=[CH:21][N:20]=[C:19]([S:31]([CH3:43])(=[O:33])=[O:30])[N:18]=1)=[O:7]. (5) Given the reactants Cl[C:2]1[CH:3]=[C:4]([CH:7]=[CH:8][N:9]=1)[C:5]#[N:6].[C:10]([O:14][C:15](=[O:17])[NH2:16])([CH3:13])([CH3:12])[CH3:11].C([O-])([O-])=O.[Cs+].[Cs+].CC(C1C=C(C(C)C)C(C2C=CC=CC=2P(C2CCCCC2)C2CCCCC2)=C(C(C)C)C=1)C.N#N, predict the reaction product. The product is: [C:5]([C:4]1[CH:7]=[CH:8][N:9]=[C:2]([NH:16][C:15](=[O:17])[O:14][C:10]([CH3:13])([CH3:12])[CH3:11])[CH:3]=1)#[N:6]. (6) Given the reactants [C:1]([NH:8][C@@H:9]([C:13]([OH:15])=O)[CH:10]([CH3:12])[CH3:11])([O:3][C:4]([CH3:7])([CH3:6])[CH3:5])=[O:2].CCN=C=NCCCN(C)C.C1C=CC2N(O)N=NC=2C=1.[CH2:37]([NH:44][C:45]1[C:46]([NH2:51])=[CH:47][CH:48]=[CH:49][CH:50]=1)[C:38]1[CH:43]=[CH:42][CH:41]=[CH:40][CH:39]=1.CCN(C(C)C)C(C)C, predict the reaction product. The product is: [C:4]([O:3][C:1](=[O:2])[NH:8][C@@H:9]([C:13](=[O:15])[NH:51][C:46]1[CH:47]=[CH:48][CH:49]=[CH:50][C:45]=1[NH:44][CH2:37][C:38]1[CH:39]=[CH:40][CH:41]=[CH:42][CH:43]=1)[CH:10]([CH3:11])[CH3:12])([CH3:5])([CH3:6])[CH3:7].